Dataset: Experimental lipophilicity measurements (octanol/water distribution) for 4,200 compounds from AstraZeneca. Task: Regression/Classification. Given a drug SMILES string, predict its absorption, distribution, metabolism, or excretion properties. Task type varies by dataset: regression for continuous measurements (e.g., permeability, clearance, half-life) or binary classification for categorical outcomes (e.g., BBB penetration, CYP inhibition). For this dataset (lipophilicity_astrazeneca), we predict Y. The drug is CC(C)N(C(=O)C(c1cccnc1)C(CNC(=O)NCc1ccccc1F)c1ccccc1)C(C)C. The Y is 4.20 logD.